This data is from Full USPTO retrosynthesis dataset with 1.9M reactions from patents (1976-2016). The task is: Predict the reactants needed to synthesize the given product. (1) Given the product [F:27][C:4]1[CH:3]=[C:2]([NH:1][C:40]([NH:39][C:37](=[O:38])[CH2:36][C:31]2[CH:32]=[CH:33][CH:34]=[CH:35][C:30]=2[O:29][CH3:28])=[S:41])[CH:26]=[CH:25][C:5]=1[O:6][C:7]1[CH:12]=[CH:11][N:10]=[C:9]2[CH:13]=[C:14]([NH:16][C:17]3[CH:22]=[CH:21][CH:20]=[C:19]([O:23][CH3:24])[CH:18]=3)[S:15][C:8]=12, predict the reactants needed to synthesize it. The reactants are: [NH2:1][C:2]1[CH:26]=[CH:25][C:5]([O:6][C:7]2[CH:12]=[CH:11][N:10]=[C:9]3[CH:13]=[C:14]([NH:16][C:17]4[CH:22]=[CH:21][CH:20]=[C:19]([O:23][CH3:24])[CH:18]=4)[S:15][C:8]=23)=[C:4]([F:27])[CH:3]=1.[CH3:28][O:29][C:30]1[CH:35]=[CH:34][CH:33]=[CH:32][C:31]=1[CH2:36][C:37]([N:39]=[C:40]=[S:41])=[O:38]. (2) Given the product [F:19][C:3]1[CH:4]=[C:5]([CH:17]=[CH:18][C:2]=1[NH:1][C:24]([NH:41][C:42]1[CH:51]=[N:50][C:49]2[C:44](=[CH:45][CH:46]=[CH:47][CH:48]=2)[N:43]=1)=[O:30])[O:6][C:7]1[CH:12]=[CH:11][N:10]=[C:9]([C:13]([NH:15][CH3:16])=[O:14])[CH:8]=1, predict the reactants needed to synthesize it. The reactants are: [NH2:1][C:2]1[CH:18]=[CH:17][C:5]([O:6][C:7]2[CH:12]=[CH:11][N:10]=[C:9]([C:13]([NH:15][CH3:16])=[O:14])[CH:8]=2)=[CH:4][C:3]=1[F:19].ClC(Cl)(O[C:24](=[O:30])OC(Cl)(Cl)Cl)Cl.C(N(C(C)C)CC)(C)C.[NH2:41][C:42]1[CH:51]=[N:50][C:49]2[C:44](=[CH:45][CH:46]=[CH:47][CH:48]=2)[N:43]=1. (3) Given the product [F:1][C:2]([F:16])([F:17])[O:3][C:4]1[CH:5]=[CH:6][C:7]([CH:8]([CH:9]([C:12]#[N:13])[C:10]#[N:11])[CH3:18])=[CH:14][CH:15]=1, predict the reactants needed to synthesize it. The reactants are: [F:1][C:2]([F:17])([F:16])[O:3][C:4]1[CH:15]=[CH:14][C:7]([CH:8]=[C:9]([C:12]#[N:13])[C:10]#[N:11])=[CH:6][CH:5]=1.[CH3:18][Mg]Br. (4) Given the product [NH2:18][C:4]1[C:3]([O:2][CH3:1])=[CH:8][C:7]([C:9]([N:11]2[CH2:12][CH2:13][O:14][CH2:15][CH2:16]2)=[O:10])=[C:6]([CH3:17])[CH:5]=1, predict the reactants needed to synthesize it. The reactants are: [CH3:1][O:2][C:3]1[C:4]([N+:18]([O-])=O)=[CH:5][C:6]([CH3:17])=[C:7]([C:9]([N:11]2[CH2:16][CH2:15][O:14][CH2:13][CH2:12]2)=[O:10])[CH:8]=1.O.O.Cl[Sn]Cl.[OH-].[Na+].C(Cl)Cl. (5) Given the product [CH:32]1([NH:36][CH2:2][CH2:3][N:4]2[C:28](=[O:29])[N:7]3[CH:8]([C:21]4[CH:26]=[CH:25][CH:24]=[C:23]([OH:27])[CH:22]=4)[C:9]4[NH:10][C:11]5[C:16]([C:17]=4[CH2:18][C:6]3([CH3:30])[C:5]2=[O:31])=[CH:15][C:14]([O:19][CH3:20])=[CH:13][CH:12]=5)[CH2:35][CH2:34][CH2:33]1, predict the reactants needed to synthesize it. The reactants are: Br[CH2:2][CH2:3][N:4]1[C:28](=[O:29])[N:7]2[CH:8]([C:21]3[CH:26]=[CH:25][CH:24]=[C:23]([OH:27])[CH:22]=3)[C:9]3[NH:10][C:11]4[C:16]([C:17]=3[CH2:18][C:6]2([CH3:30])[C:5]1=[O:31])=[CH:15][C:14]([O:19][CH3:20])=[CH:13][CH:12]=4.[CH:32]1([NH2:36])[CH2:35][CH2:34][CH2:33]1. (6) Given the product [CH2:1]([O:8][C:9](=[O:32])[NH:10][CH:11]1[CH2:20][CH2:19][C:14]2([O:18][CH2:17][CH2:16][O:15]2)[CH2:13][CH:12]1[CH2:21][S:22]([C:25]1[CH:30]=[CH:29][C:28]([CH3:34])=[CH:27][CH:26]=1)(=[O:24])=[O:23])[C:2]1[CH:7]=[CH:6][CH:5]=[CH:4][CH:3]=1, predict the reactants needed to synthesize it. The reactants are: [CH2:1]([O:8][C:9](=[O:32])[NH:10][CH:11]1[CH2:20][CH2:19][C:14]2([O:18][CH2:17][CH2:16][O:15]2)[CH2:13][CH:12]1[CH2:21][S:22]([C:25]1[CH:30]=[CH:29][C:28](Br)=[CH:27][CH:26]=1)(=[O:24])=[O:23])[C:2]1[CH:7]=[CH:6][CH:5]=[CH:4][CH:3]=1.[Sn](C)(C)(C)[CH3:34].[OH-].[NH4+]. (7) Given the product [Cl:1][C:2]1[N:3]=[C:4]([CH2:10][OH:11])[CH:5]=[C:6]2[CH:12]=[C:13]([CH3:14])[O:8][C:7]=12.[Cl:1][C:2]1[N:3]=[C:4]([CH2:10][OH:11])[CH:5]=[C:6]2[CH:21]=[CH:20][O:8][C:7]=12, predict the reactants needed to synthesize it. The reactants are: [Cl:1][C:2]1[C:7]([OH:8])=[C:6](I)[CH:5]=[C:4]([CH2:10][OH:11])[N:3]=1.[CH2:12]([Si](C)(C)C)[C:13]#[CH:14].N1CCC[CH2:21][CH2:20]1.CN(C=O)C.